Dataset: Catalyst prediction with 721,799 reactions and 888 catalyst types from USPTO. Task: Predict which catalyst facilitates the given reaction. Reactant: Br[C:2]1[CH:3]=[N:4][CH:5]=[CH:6][C:7]=1[Cl:8].[CH3:9][N:10]1[CH:14]=[C:13](B2OC(C)(C)C(C)(C)O2)[CH:12]=[N:11]1.C(=O)([O-])[O-].[Na+].[Na+].C(OCC)(=O)C. Product: [Cl:8][C:7]1[CH:6]=[CH:5][N:4]=[CH:3][C:2]=1[C:13]1[CH:12]=[N:11][N:10]([CH3:9])[CH:14]=1. The catalyst class is: 460.